This data is from Reaction yield outcomes from USPTO patents with 853,638 reactions. The task is: Predict the reaction yield, written as a fraction of the theoretical maximum amount of product (1.0 means a 100% yield; for example, 0.34 means a 34% yield). (1) The reactants are [Si:1]([O:8][C:9]1[CH:18]=[CH:17][C:16]2[NH:15][C:14](=[O:19])[C:13]3[S:20][CH:21]=[CH:22][C:12]=3[C:11]=2[CH:10]=1)([C:4]([CH3:7])([CH3:6])[CH3:5])([CH3:3])[CH3:2].[Br:23]N1C(=O)CCC1=O. No catalyst specified. The product is [Br:23][C:10]1[C:11]2[C:12]3[CH:22]=[CH:21][S:20][C:13]=3[C:14](=[O:19])[NH:15][C:16]=2[CH:17]=[CH:18][C:9]=1[O:8][Si:1]([C:4]([CH3:7])([CH3:5])[CH3:6])([CH3:3])[CH3:2]. The yield is 0.370. (2) The reactants are Cl.[CH3:2][O:3][C:4]1[N:5]=[C:6]2[C:11](=[CH:12][CH:13]=1)[N:10]=[CH:9][CH:8]=[C:7]2[CH2:14][CH2:15][N:16]1[CH2:21][CH2:20][O:19][CH:18]([CH2:22][NH2:23])[CH2:17]1.[O-]S([O-])(=O)=O.[Na+].[Na+].CCN(C(C)C)C(C)C.[O:40]=[C:41]1[CH2:46][S:45][C:44]2[CH:47]=[CH:48][C:49]([CH:51]=O)=[N:50][C:43]=2[NH:42]1.[BH4-].[Na+]. The catalyst is CCO.C(Cl)Cl. The product is [CH3:2][O:3][C:4]1[N:5]=[C:6]2[C:11](=[CH:12][CH:13]=1)[N:10]=[CH:9][CH:8]=[C:7]2[CH2:14][CH2:15][N:16]1[CH2:21][CH2:20][O:19][CH:18]([CH2:22][NH:23][CH2:51][C:49]2[CH:48]=[CH:47][C:44]3[S:45][CH2:46][C:41](=[O:40])[NH:42][C:43]=3[N:50]=2)[CH2:17]1. The yield is 0.570. (3) The reactants are [C:1]1([NH:11][C:12](=[O:14])[CH3:13])[C:10]2[C:5](=[CH:6][CH:7]=[CH:8][CH:9]=2)[CH:4]=[CH:3][N:2]=1.[OH-].[Na+]. No catalyst specified. The product is [C:1]1([NH:11][C:12](=[O:14])[CH3:13])[C:10]2[CH2:9][CH2:8][CH2:7][CH2:6][C:5]=2[CH:4]=[CH:3][N:2]=1. The yield is 0.590. (4) The reactants are [CH2:1]([O:5][C:6]1[N:14]=[C:13]2[C:9]([N:10]=[C:11]([OH:26])[N:12]2[CH2:15][C:16]2[CH:21]=[CH:20][CH:19]=[C:18]([C:22]([O:24]C)=[O:23])[CH:17]=2)=[C:8]([NH2:27])[N:7]=1)[CH2:2][CH2:3][CH3:4].Cl. The catalyst is [OH-].[Na+]. The product is [CH2:1]([O:5][C:6]1[N:14]=[C:13]2[C:9]([N:10]=[C:11]([OH:26])[N:12]2[CH2:15][C:16]2[CH:21]=[CH:20][CH:19]=[C:18]([C:22]([OH:24])=[O:23])[CH:17]=2)=[C:8]([NH2:27])[N:7]=1)[CH2:2][CH2:3][CH3:4]. The yield is 0.610. (5) The reactants are [C:1]([C:5]1[CH:6]=[C:7](B(O)O)[CH:8]=[CH:9][CH:10]=1)([CH3:4])([CH3:3])[CH3:2].Br[C:15]1[CH:21]=[C:20]([C:22]([CH3:25])([CH3:24])[CH3:23])[CH:19]=[CH:18][C:16]=1[NH2:17].C1(P(C2C=CC=CC=2)C2C=CC=CC=2)C=CC=CC=1.C(=O)([O-])[O-].[K+].[K+]. The catalyst is COCCOC.C([O-])(=O)C.[Pd+2].C([O-])(=O)C. The product is [NH2:17][C:16]1[CH:18]=[CH:19][C:20]([C:22]([CH3:25])([CH3:24])[CH3:23])=[CH:21][C:15]=1[C:9]1[CH:8]=[CH:7][CH:6]=[C:5]([C:1]([CH3:4])([CH3:3])[CH3:2])[CH:10]=1. The yield is 0.570.